Dataset: Full USPTO retrosynthesis dataset with 1.9M reactions from patents (1976-2016). Task: Predict the reactants needed to synthesize the given product. (1) Given the product [CH3:7][C:8]1[S:9][C:10]2[CH:16]=[CH:15][C:14]([CH2:17][OH:18])=[CH:13][C:11]=2[N:12]=1, predict the reactants needed to synthesize it. The reactants are: [H-].[H-].[H-].[H-].[Li+].[Al+3].[CH3:7][C:8]1[S:9][C:10]2[CH:16]=[CH:15][C:14]([C:17](OC)=[O:18])=[CH:13][C:11]=2[N:12]=1.O.[OH-].[Na+]. (2) Given the product [NH2:18][C:15]1[CH:14]=[CH:13][C:12]([CH2:11][N:10]2[C:5]3=[N:6][CH:7]=[CH:8][CH:9]=[C:4]3[C:3]([CH2:21][C:22]([OH:24])=[O:23])=[C:2]2[CH3:1])=[CH:17][CH:16]=1, predict the reactants needed to synthesize it. The reactants are: [CH3:1][C:2]1[N:10]([CH2:11][C:12]2[CH:17]=[CH:16][C:15]([N+:18]([O-])=O)=[CH:14][CH:13]=2)[C:5]2=[N:6][CH:7]=[CH:8][CH:9]=[C:4]2[C:3]=1[CH2:21][C:22]([OH:24])=[O:23].[OH-].[Na+].COC(=O)CC1C2C(=NC=CC=2)N(CC2C=CC([N+]([O-])=O)=CC=2)C=1C. (3) Given the product [CH3:27][C:20]1[CH:21]=[C:22]([C:24]([OH:26])=[O:25])[NH:23][C:19]=1[CH:17]=[C:9]1[C:8]2[C:12](=[CH:13][CH:14]=[CH:15][C:7]=2[CH:4]2[CH2:3][CH2:2][NH:1][CH2:6][CH2:5]2)[NH:11][C:10]1=[O:16], predict the reactants needed to synthesize it. The reactants are: [NH:1]1[CH2:6][CH2:5][CH:4]([C:7]2[CH:15]=[CH:14][CH:13]=[C:12]3[C:8]=2[CH2:9][C:10](=[O:16])[NH:11]3)[CH2:3][CH2:2]1.[CH:17]([C:19]1[NH:23][C:22]([C:24]([OH:26])=[O:25])=[CH:21][C:20]=1[CH3:27])=O. (4) Given the product [OH:1][C:2]1[C:3]([C:8]([O:10][CH2:17][CH3:18])=[O:9])=[N:4][CH:5]=[CH:6][CH:7]=1, predict the reactants needed to synthesize it. The reactants are: [OH:1][C:2]1[C:3]([C:8]([OH:10])=[O:9])=[N:4][CH:5]=[CH:6][CH:7]=1.S(=O)(=O)(O)O.O.[CH2:17](O)[CH3:18].